Dataset: Forward reaction prediction with 1.9M reactions from USPTO patents (1976-2016). Task: Predict the product of the given reaction. Given the reactants [Si:1]([O:8][C@H:9]([C:33]1[CH:34]=[N:35][CH:36]=[CH:37][CH:38]=1)[C@H:10]1[CH2:14][CH2:13][C@@H:12]([CH2:15][C:16]2[CH:21]=[CH:20][C:19]([C:22]([O:24]C)=[O:23])=[CH:18][CH:17]=2)[N:11]1[C:26]([O:28][C:29]([CH3:32])([CH3:31])[CH3:30])=[O:27])([C:4]([CH3:7])([CH3:6])[CH3:5])([CH3:3])[CH3:2].[OH-].[Li+], predict the reaction product. The product is: [C:29]([O:28][C:26]([N:11]1[C@@H:10]([C@H:9]([O:8][Si:1]([C:4]([CH3:6])([CH3:5])[CH3:7])([CH3:3])[CH3:2])[C:33]2[CH:34]=[N:35][CH:36]=[CH:37][CH:38]=2)[CH2:14][CH2:13][C@H:12]1[CH2:15][C:16]1[CH:17]=[CH:18][C:19]([C:22]([OH:24])=[O:23])=[CH:20][CH:21]=1)=[O:27])([CH3:30])([CH3:31])[CH3:32].